This data is from CYP2D6 inhibition data for predicting drug metabolism from PubChem BioAssay. The task is: Regression/Classification. Given a drug SMILES string, predict its absorption, distribution, metabolism, or excretion properties. Task type varies by dataset: regression for continuous measurements (e.g., permeability, clearance, half-life) or binary classification for categorical outcomes (e.g., BBB penetration, CYP inhibition). Dataset: cyp2d6_veith. The molecule is CCCCC/C=C\C/C=C\C/C=C\C/C=C\CCCC(=O)Nc1ccc(O)cc1. The result is 0 (non-inhibitor).